From a dataset of Full USPTO retrosynthesis dataset with 1.9M reactions from patents (1976-2016). Predict the reactants needed to synthesize the given product. (1) Given the product [CH3:1][N:2]1[N:6]=[N:5][C:4]([C:7]2[CH:12]=[CH:11][C:10]([NH2:13])=[CH:9][CH:8]=2)=[N:3]1, predict the reactants needed to synthesize it. The reactants are: [CH3:1][N:2]1[N:6]=[N:5][C:4]([C:7]2[CH:12]=[CH:11][C:10]([N+:13]([O-])=O)=[CH:9][CH:8]=2)=[N:3]1.[Sn](Cl)(Cl)(Cl)Cl. (2) Given the product [I:16][C:13]1[CH:12]=[C:9]2[C:8](=[CH:15][CH:14]=1)[N:23]([C:18]1[CH:19]=[CH:20][CH:21]=[CH:22][N:17]=1)[N:24]=[CH:10]2, predict the reactants needed to synthesize it. The reactants are: C(=O)([O-])[O-].[Cs+].[Cs+].F[C:8]1[CH:15]=[CH:14][C:13]([I:16])=[CH:12][C:9]=1[CH:10]=O.[N:17]1[CH:22]=[CH:21][CH:20]=[CH:19][C:18]=1[NH:23][NH2:24].